From a dataset of Full USPTO retrosynthesis dataset with 1.9M reactions from patents (1976-2016). Predict the reactants needed to synthesize the given product. Given the product [OH:1][C:2]1[C:3]([CH3:17])=[C:4]2[C:5]([C:8](=[O:9])[C:10]([C:11]3[CH:12]=[CH:13][CH:14]=[CH:15][CH:16]=3)=[CH:23][O:24]2)=[CH:6][CH:7]=1, predict the reactants needed to synthesize it. The reactants are: [OH:1][C:2]1[CH:7]=[CH:6][C:5]([C:8]([CH2:10][C:11]2[CH:16]=[CH:15][CH:14]=[CH:13][CH:12]=2)=[O:9])=[CH:4][C:3]=1[CH3:17].B(F)(F)F.C[CH2:23][O:24]CC.CS(Cl)(=O)=O.